This data is from Catalyst prediction with 721,799 reactions and 888 catalyst types from USPTO. The task is: Predict which catalyst facilitates the given reaction. Reactant: C[Li].CCOCC.C(=O)=O.CC(C)=O.Br[C:16]1[CH:17]=[C:18]2[C:23](=[CH:24][CH:25]=1)[N:22]=[C:21]([O:26][CH3:27])[C:20]([CH2:28][N:29]1[CH2:34][CH2:33][C:32]([C:36]([F:39])([F:38])[F:37])([OH:35])[CH2:31][CH2:30]1)=[C:19]2[Cl:40].C([Li])CCC.[CH3:46][N:47]1[C:51]([C:52]([C:54]2[CH:59]=[CH:58][N:57]=[C:56]([C:60]([F:63])([F:62])[F:61])[CH:55]=2)=[O:53])=[CH:50][N:49]=[CH:48]1. Product: [Cl:40][C:19]1[C:18]2[C:23](=[CH:24][CH:25]=[C:16]([C:52]([OH:53])([C:51]3[N:47]([CH3:46])[CH:48]=[N:49][CH:50]=3)[C:54]3[CH:59]=[CH:58][N:57]=[C:56]([C:60]([F:62])([F:61])[F:63])[CH:55]=3)[CH:17]=2)[N:22]=[C:21]([O:26][CH3:27])[C:20]=1[CH2:28][N:29]1[CH2:34][CH2:33][C:32]([C:36]([F:39])([F:38])[F:37])([OH:35])[CH2:31][CH2:30]1. The catalyst class is: 7.